From a dataset of NCI-60 drug combinations with 297,098 pairs across 59 cell lines. Regression. Given two drug SMILES strings and cell line genomic features, predict the synergy score measuring deviation from expected non-interaction effect. (1) Drug 1: C1=CC(=CC=C1CCC2=CNC3=C2C(=O)NC(=N3)N)C(=O)NC(CCC(=O)O)C(=O)O. Cell line: SNB-75. Synergy scores: CSS=24.5, Synergy_ZIP=1.76, Synergy_Bliss=2.51, Synergy_Loewe=-7.42, Synergy_HSA=1.77. Drug 2: CCC(=C(C1=CC=CC=C1)C2=CC=C(C=C2)OCCN(C)C)C3=CC=CC=C3.C(C(=O)O)C(CC(=O)O)(C(=O)O)O. (2) Drug 1: C1CCN(CC1)CCOC2=CC=C(C=C2)C(=O)C3=C(SC4=C3C=CC(=C4)O)C5=CC=C(C=C5)O. Drug 2: CCC(=C(C1=CC=CC=C1)C2=CC=C(C=C2)OCCN(C)C)C3=CC=CC=C3.C(C(=O)O)C(CC(=O)O)(C(=O)O)O. Cell line: K-562. Synergy scores: CSS=2.51, Synergy_ZIP=-2.14, Synergy_Bliss=-3.53, Synergy_Loewe=-10.3, Synergy_HSA=-10.3. (3) Drug 1: CC1C(C(CC(O1)OC2CC(CC3=C2C(=C4C(=C3O)C(=O)C5=C(C4=O)C(=CC=C5)OC)O)(C(=O)C)O)N)O.Cl. Drug 2: CC(C1=C(C=CC(=C1Cl)F)Cl)OC2=C(N=CC(=C2)C3=CN(N=C3)C4CCNCC4)N. Cell line: UO-31. Synergy scores: CSS=8.69, Synergy_ZIP=-4.20, Synergy_Bliss=-4.98, Synergy_Loewe=-3.05, Synergy_HSA=-2.91. (4) Drug 1: CCC1(C2=C(COC1=O)C(=O)N3CC4=CC5=C(C=CC(=C5CN(C)C)O)N=C4C3=C2)O.Cl. Drug 2: COCCOC1=C(C=C2C(=C1)C(=NC=N2)NC3=CC=CC(=C3)C#C)OCCOC.Cl. Cell line: 786-0. Synergy scores: CSS=21.0, Synergy_ZIP=-0.986, Synergy_Bliss=-0.287, Synergy_Loewe=1.37, Synergy_HSA=1.89.